This data is from Forward reaction prediction with 1.9M reactions from USPTO patents (1976-2016). The task is: Predict the product of the given reaction. (1) Given the reactants C(N(CC)[C:4]1[CH:13]=[C:12]2[C:7]([CH:8]=[C:9]([C:15]([N:17]3[CH2:22][CH2:21][N:20]([C:23]([C:25]4[CH:26]=[C:27]([N:39]5[C:43](=[O:44])[CH:42]=[C:41]([CH3:45])[C:40]5=[O:46])[CH:28]=[C:29]([N:31]5[C:35](=[O:36])[CH:34]=[C:33]([CH3:37])[C:32]5=[O:38])[CH:30]=4)=[O:24])[CH2:19][CH2:18]3)=[O:16])[C:10](=[O:14])[O:11]2)=[CH:6][CH:5]=1)C.[CH3:49][O:50]C1C=C2C(C=C(C(N3CCNCC3)=O)C(=O)O2)=CC=1, predict the reaction product. The product is: [CH3:49][O:50][C:4]1[CH:13]=[C:12]2[C:7]([CH:8]=[C:9]([C:15]([N:17]3[CH2:22][CH2:21][N:20]([C:23]([C:25]4[CH:30]=[C:29]([N:31]5[C:35](=[O:36])[CH:34]=[C:33]([CH3:37])[C:32]5=[O:38])[CH:28]=[C:27]([N:39]5[C:43](=[O:44])[CH:42]=[C:41]([CH3:45])[C:40]5=[O:46])[CH:26]=4)=[O:24])[CH2:19][CH2:18]3)=[O:16])[C:10](=[O:14])[O:11]2)=[CH:6][CH:5]=1. (2) Given the reactants C(NC(C)C)(C)C.[Li][CH2:9][CH2:10][CH2:11][CH3:12].[N:13]1([C:23]([O:25][C:26]([CH3:29])([CH3:28])[CH3:27])=[O:24])[CH2:18][CH2:17][CH:16]([C:19]([O:21][CH3:22])=[O:20])[CH2:15][CH2:14]1.CN(P(N(C)C)(N(C)C)=O)C.[NH4+].[Cl-], predict the reaction product. The product is: [CH2:9]([C:16]1([C:19]([O:21][CH3:22])=[O:20])[CH2:15][CH2:14][N:13]([C:23]([O:25][C:26]([CH3:27])([CH3:28])[CH3:29])=[O:24])[CH2:18][CH2:17]1)[CH2:10][CH:11]=[CH2:12].